From a dataset of Catalyst prediction with 721,799 reactions and 888 catalyst types from USPTO. Predict which catalyst facilitates the given reaction. (1) The catalyst class is: 4. Product: [O:9]=[C:7]1[C:6]([O:10][CH2:11][CH2:12][CH2:13][CH2:14][CH2:15][S:16][C:17]2[C:26]3[C:21](=[CH:22][C:23]([C:27]([F:30])([F:29])[F:28])=[CH:24][CH:25]=3)[N:20]=[CH:19][CH:18]=2)=[CH:5][O:4][C:3]([CH2:2][O:1][S:39]([CH3:38])(=[O:41])=[O:40])=[CH:8]1. Reactant: [OH:1][CH2:2][C:3]1[O:4][CH:5]=[C:6]([O:10][CH2:11][CH2:12][CH2:13][CH2:14][CH2:15][S:16][C:17]2[C:26]3[C:21](=[CH:22][C:23]([C:27]([F:30])([F:29])[F:28])=[CH:24][CH:25]=3)[N:20]=[CH:19][CH:18]=2)[C:7](=[O:9])[CH:8]=1.C(N(CC)CC)C.[CH3:38][S:39](Cl)(=[O:41])=[O:40]. (2) Reactant: [OH:1][C:2]1[CH:3]=[C:4]([CH:9]=[C:10]([O:12][CH2:13][C:14]2[CH:19]=[CH:18][CH:17]=[CH:16][CH:15]=2)[CH:11]=1)[C:5]([O:7][CH3:8])=[O:6].C1(P(C2C=CC=CC=2)C2C=CC=CC=2)C=CC=CC=1.[CH3:39][O:40][CH2:41][CH:42](O)[CH3:43].N(C(OC(C)C)=O)=NC(OC(C)C)=O. Product: [CH3:43][C@H:42]([O:1][C:2]1[CH:3]=[C:4]([CH:9]=[C:10]([O:12][CH2:13][C:14]2[CH:19]=[CH:18][CH:17]=[CH:16][CH:15]=2)[CH:11]=1)[C:5]([O:7][CH3:8])=[O:6])[CH2:41][O:40][CH3:39]. The catalyst class is: 1. (3) The catalyst class is: 2. Reactant: [S:1]([O:8]S(C(F)(F)F)(=O)=O)([C:4]([F:7])([F:6])[F:5])(=[O:3])=[O:2].[CH2:16]([N:18]1[CH2:27][CH2:26][C:25]2[C:20](=[C:21]([O:29][CH3:30])[CH:22]=[C:23](O)[CH:24]=2)[CH2:19]1)[CH3:17].N1C=CC=CC=1. Product: [CH2:16]([N:18]1[CH2:27][CH2:26][C:25]2[C:20](=[C:21]([O:29][CH3:30])[CH:22]=[C:23]([O:8][S:1]([C:4]([F:7])([F:6])[F:5])(=[O:3])=[O:2])[CH:24]=2)[CH2:19]1)[CH3:17]. (4) Reactant: Cl[C:2]1[CH:10]=[CH:9][N:8]=[C:7]2[C:3]=1[CH:4]=[CH:5][NH:6]2.[O:11]1[C:15]2[CH:16]=[CH:17][CH:18]=[CH:19][C:14]=2[CH:13]=[C:12]1B(O)O.[F-].[K+].C(P(C(C)(C)C)C(C)(C)C)(C)(C)C. Product: [O:11]1[C:12]2=[CH:13][CH:14]=[CH:19][C:18]2=[CH:17][CH:16]=[C:15]1[N:6]1[C:7]2=[N:8][CH:9]=[CH:10][CH:2]=[C:3]2[CH:4]=[CH:5]1. The catalyst class is: 12. (5) Reactant: [O:1]=[C:2]1[N:6]([CH:7]2[CH2:12][CH2:11][N:10]([C:13]([O:15][C@@H:16]([C:27]([OH:29])=O)[CH2:17][C:18]3[CH:23]=[C:22]([CH3:24])[C:21]([OH:25])=[C:20]([CH3:26])[CH:19]=3)=[O:14])[CH2:9][CH2:8]2)[N:5]=[C:4]([C:30]2[CH:35]=[CH:34][CH:33]=[CH:32][CH:31]=2)[NH:3]1.CN(C(ON1N=NC2C=CC=CC1=2)=[N+](C)C)C.[B-](F)(F)(F)F.C(N(CC)CC)C.[O:65]1[CH2:70][CH2:69][CH:68]([N:71]2[CH2:76][CH2:75][NH:74][CH2:73][CH2:72]2)[CH2:67][CH2:66]1. Product: [O:1]=[C:2]1[N:6]([CH:7]2[CH2:8][CH2:9][N:10]([C:13]([O:15][C@H:16]([CH2:17][C:18]3[CH:19]=[C:20]([CH3:26])[C:21]([OH:25])=[C:22]([CH3:24])[CH:23]=3)[C:27](=[O:29])[N:74]3[CH2:73][CH2:72][N:71]([CH:68]4[CH2:69][CH2:70][O:65][CH2:66][CH2:67]4)[CH2:76][CH2:75]3)=[O:14])[CH2:11][CH2:12]2)[N:5]=[C:4]([C:30]2[CH:35]=[CH:34][CH:33]=[CH:32][CH:31]=2)[NH:3]1. The catalyst class is: 3.